From a dataset of Retrosynthesis with 50K atom-mapped reactions and 10 reaction types from USPTO. Predict the reactants needed to synthesize the given product. Given the product CCN(Cc1ccccc1Cl)C(=O)c1ccc(-c2cc(-c3nnc(C)o3)ccc2C)cc1, predict the reactants needed to synthesize it. The reactants are: CCI.Cc1nnc(-c2ccc(C)c(-c3ccc(C(=O)NCc4ccccc4Cl)cc3)c2)o1.